This data is from Reaction yield outcomes from USPTO patents with 853,638 reactions. The task is: Predict the reaction yield, written as a fraction of the theoretical maximum amount of product (1.0 means a 100% yield; for example, 0.34 means a 34% yield). (1) The reactants are Cl[C:2]1[CH:3]=[CH:4][C:5]([N+:15]([O-:17])=[O:16])=[C:6]([N:8]2[CH2:13][CH2:12][CH:11]([CH3:14])[CH2:10][CH2:9]2)[CH:7]=1.[CH3:18][N:19]1[CH2:24][CH2:23][NH:22][CH2:21][CH2:20]1. The yield is 1.00. The product is [CH3:18][N:19]1[CH2:24][CH2:23][N:22]([C:2]2[CH:3]=[CH:4][C:5]([N+:15]([O-:17])=[O:16])=[C:6]([N:8]3[CH2:13][CH2:12][CH:11]([CH3:14])[CH2:10][CH2:9]3)[CH:7]=2)[CH2:21][CH2:20]1. No catalyst specified. (2) The reactants are Cl.[S:2]1[C:10]2[C:5](=[N:6][CH:7]=[CH:8][CH:9]=2)[CH:4]=[C:3]1[NH2:11].[C:12]1([S:18]([Cl:21])(=[O:20])=[O:19])[CH:17]=[CH:16][CH:15]=[CH:14][CH:13]=1. The catalyst is N1C=CC=CC=1. The product is [ClH:21].[S:2]1[C:10]2[C:5](=[N:6][CH:7]=[CH:8][CH:9]=2)[CH:4]=[C:3]1[NH:11][S:18]([C:12]1[CH:17]=[CH:16][CH:15]=[CH:14][CH:13]=1)(=[O:20])=[O:19]. The yield is 0.200. (3) The reactants are [CH2:1]([NH:5][N:6]1[C:15]2[C:10](=[CH:11][CH:12]=[CH:13][CH:14]=2)[C:9]([OH:16])=[C:8]([C:17]2[NH:22][C:21]3[CH:23]=[CH:24][C:25]([OH:27])=[CH:26][C:20]=3[S:19](=[O:29])(=[O:28])[N:18]=2)[C:7]1=[O:30])[CH2:2][CH2:3][CH3:4].C(=O)([O-])[O-].[Cs+].[Cs+].Br[CH2:38][C:39]([NH2:41])=[O:40]. The catalyst is [I-].C([N+](CCCC)(CCCC)CCCC)CCC.CN(C)C=O. The product is [CH2:1]([NH:5][N:6]1[C:15]2[C:10](=[CH:11][CH:12]=[CH:13][CH:14]=2)[C:9]([OH:16])=[C:8]([C:17]2[NH:22][C:21]3[CH:23]=[CH:24][C:25]([O:27][CH2:38][C:39]([NH2:41])=[O:40])=[CH:26][C:20]=3[S:19](=[O:28])(=[O:29])[N:18]=2)[C:7]1=[O:30])[CH2:2][CH2:3][CH3:4]. The yield is 0.950. (4) The reactants are Cl[C:2]1[C:7]([N+:8]([O-])=O)=[CH:6][C:5]([CH3:11])=[CH:4][N:3]=1.[C:12]1([NH:18][C:19](=O)[CH3:20])[CH:17]=[CH:16][CH:15]=[CH:14][CH:13]=1. No catalyst specified. The product is [CH3:20][C:19]1[N:18]([C:12]2[CH:17]=[CH:16][CH:15]=[CH:14][CH:13]=2)[C:2]2=[N:3][CH:4]=[C:5]([CH3:11])[CH:6]=[C:7]2[N:8]=1. The yield is 0.810. (5) The reactants are [C:1]([O:5][C:6]([N:8]1[CH2:13][CH2:12][C:11](=[O:14])[CH2:10][CH2:9]1)=[O:7])([CH3:4])([CH3:3])[CH3:2].[Li+].CC([N-]C(C)C)C.C1C=CC(N([S:30]([C:33]([F:36])([F:35])[F:34])(=[O:32])=[O:31])[S:30]([C:33]([F:36])([F:35])[F:34])(=[O:32])=[O:31])=CC=1. The catalyst is C1COCC1. The product is [C:1]([O:5][C:6]([N:8]1[CH2:9][CH:10]=[C:11]([O:14][S:30]([C:33]([F:36])([F:35])[F:34])(=[O:32])=[O:31])[CH2:12][CH2:13]1)=[O:7])([CH3:4])([CH3:2])[CH3:3]. The yield is 0.682. (6) The reactants are Br[C:2]1[N:19]([CH2:20][O:21][CH2:22][CH2:23][Si:24]([CH3:27])([CH3:26])[CH3:25])[C:5]2[CH:6]=[N:7][N:8]([CH2:11][O:12][CH2:13][CH2:14][Si:15]([CH3:18])([CH3:17])[CH3:16])[C:9](=[O:10])[C:4]=2[C:3]=1[CH2:28][CH2:29][CH2:30][CH3:31].BrC1N(COCC[Si](C)(C)C)C2C=NN(COCC[Si](C)(C)C)C(=O)C=2C=1C.[CH:60]1([O:63][C:64]2[CH:65]=[C:66](B3OC(C)(C)C(C)(C)O3)[CH:67]=[CH:68][C:69]=2[O:70][CH3:71])[CH2:62][CH2:61]1.C1(OC2C=C(B3OC(C)(C)C(C)(C)O3)C=CC=2OC(F)F)CC1. No catalyst specified. The yield is 0.880. The product is [CH2:28]([C:3]1[C:4]2[C:9](=[O:10])[N:8]([CH2:11][O:12][CH2:13][CH2:14][Si:15]([CH3:18])([CH3:17])[CH3:16])[N:7]=[CH:6][C:5]=2[N:19]([CH2:20][O:21][CH2:22][CH2:23][Si:24]([CH3:27])([CH3:26])[CH3:25])[C:2]=1[C:66]1[CH:67]=[CH:68][C:69]([O:70][CH3:71])=[C:64]([O:63][CH:60]2[CH2:61][CH2:62]2)[CH:65]=1)[CH2:29][CH2:30][CH3:31]. (7) The reactants are [CH3:1][O:2][C:3]1[CH:8]=[CH:7][C:6]([C:9](=[O:16])[CH2:10][C:11]([O:13][CH2:14][CH3:15])=[O:12])=[CH:5][CH:4]=1.[F:17][C:18]([F:28])([F:27])[C:19]1[CH:26]=[CH:25][C:22]([CH2:23]Br)=[CH:21][CH:20]=1.C(=O)([O-])[O-].[K+].[K+]. The catalyst is C(#N)C. The product is [CH3:1][O:2][C:3]1[CH:4]=[CH:5][C:6]([C:9](=[O:16])[CH:10]([CH2:23][C:22]2[CH:21]=[CH:20][C:19]([C:18]([F:17])([F:27])[F:28])=[CH:26][CH:25]=2)[C:11]([O:13][CH2:14][CH3:15])=[O:12])=[CH:7][CH:8]=1. The yield is 0.560. (8) The reactants are [N+:1]([C:4]1[CH:12]=[C:11]2[C:7]([CH:8]=[C:9]([C:13]3[CH:18]=[CH:17][CH:16]=[CH:15][CH:14]=3)[NH:10]2)=[CH:6][CH:5]=1)([O-:3])=[O:2].[CH2:19]1OCCOCCOCCOCCOCCOC1.CC(C)([O-])C.[K+].CI. The catalyst is O1CCCC1. The product is [CH3:19][N:10]1[C:11]2[C:7](=[CH:6][CH:5]=[C:4]([N+:1]([O-:3])=[O:2])[CH:12]=2)[CH:8]=[C:9]1[C:13]1[CH:18]=[CH:17][CH:16]=[CH:15][CH:14]=1. The yield is 0.980. (9) The reactants are [CH3:1][C:2]1[CH:3]=[C:4]([C:19]2[S:23][C:22]([CH2:24]O)=[N:21][CH:20]=2)[CH:5]=[C:6]([NH:8][C:9]2[N:14]=[C:13]([C:15]([F:18])([F:17])[F:16])[CH:12]=[CH:11][N:10]=2)[CH:7]=1.C1(P(C2C=CC=CC=2)C2C=CC=CC=2)C=CC=CC=1.C1C(=O)N([Br:52])C(=O)C1. The catalyst is ClCCl. The product is [Br:52][CH2:24][C:22]1[S:23][C:19]([C:4]2[CH:5]=[C:6]([NH:8][C:9]3[N:14]=[C:13]([C:15]([F:18])([F:17])[F:16])[CH:12]=[CH:11][N:10]=3)[CH:7]=[C:2]([CH3:1])[CH:3]=2)=[CH:20][N:21]=1. The yield is 0.490.